This data is from CYP2D6 inhibition data for predicting drug metabolism from PubChem BioAssay. The task is: Regression/Classification. Given a drug SMILES string, predict its absorption, distribution, metabolism, or excretion properties. Task type varies by dataset: regression for continuous measurements (e.g., permeability, clearance, half-life) or binary classification for categorical outcomes (e.g., BBB penetration, CYP inhibition). Dataset: cyp2d6_veith. (1) The drug is COCCNC(=O)COc1ccc(Oc2ccccc2)cc1. The result is 0 (non-inhibitor). (2) The molecule is O=C(CCc1nc(-c2ccccc2)c(-c2ccccc2)o1)OCc1ccc(Cl)cc1. The result is 0 (non-inhibitor). (3) The drug is CCn1c(=O)c2[nH]c(-c3ccccc3)nc2n(CC)c1=O. The result is 0 (non-inhibitor). (4) The molecule is CC[C@@](N)(C(=O)O)c1ccc(C(=O)O)cc1. The result is 0 (non-inhibitor). (5) The drug is CCOC(=O)c1sc2nc(CC(=O)OC)nc(NCc3ccc(F)cc3)c2c1C. The result is 1 (inhibitor). (6) The compound is O=C(O)/C=C\c1cccc([Sb](=O)(O)O)c1. The result is 0 (non-inhibitor). (7) The molecule is CC(C)C(=O)Cc1ccc2ccccc2n1. The result is 0 (non-inhibitor).